From a dataset of Full USPTO retrosynthesis dataset with 1.9M reactions from patents (1976-2016). Predict the reactants needed to synthesize the given product. (1) Given the product [CH3:28][O:29][C:30](=[O:39])[C:31]1[CH:36]=[CH:35][C:34]([CH2:37][O:15][CH2:14][CH:13]([N:12]2[C:11]3[CH:22]=[C:23]([F:27])[C:24]([F:26])=[CH:25][C:10]=3[N:9]=[C:8]2[C:5]2[CH:6]=[CH:7][C:2]([Cl:1])=[CH:3][CH:4]=2)[CH:16]2[CH2:17][CH2:18][CH2:19][CH2:20][CH2:21]2)=[N:33][CH:32]=1, predict the reactants needed to synthesize it. The reactants are: [Cl:1][C:2]1[CH:7]=[CH:6][C:5]([C:8]2[N:12]([CH:13]([CH:16]3[CH2:21][CH2:20][CH2:19][CH2:18][CH2:17]3)[CH2:14][OH:15])[C:11]3[CH:22]=[C:23]([F:27])[C:24]([F:26])=[CH:25][C:10]=3[N:9]=2)=[CH:4][CH:3]=1.[CH3:28][O:29][C:30](=[O:39])[C:31]1[CH:36]=[CH:35][C:34]([CH2:37]Cl)=[N:33][CH:32]=1. (2) Given the product [CH3:19][S:20][C:11]1[C:12]([O:17][CH3:18])=[CH:13][C:14]2[C:9]([CH:10]=1)=[CH:8][C:7]([C:1]1[CH:2]=[CH:3][CH:4]=[CH:5][CH:6]=1)=[CH:16][CH:15]=2, predict the reactants needed to synthesize it. The reactants are: [C:1]1([C:7]2[CH:8]=[C:9]3[C:14](=[CH:15][CH:16]=2)[CH:13]=[C:12]([O:17][CH3:18])[CH:11]=[CH:10]3)[CH:6]=[CH:5][CH:4]=[CH:3][CH:2]=1.[CH3:19][S:20]SC.